This data is from Aqueous solubility values for 9,982 compounds from the AqSolDB database. The task is: Regression/Classification. Given a drug SMILES string, predict its absorption, distribution, metabolism, or excretion properties. Task type varies by dataset: regression for continuous measurements (e.g., permeability, clearance, half-life) or binary classification for categorical outcomes (e.g., BBB penetration, CYP inhibition). For this dataset (solubility_aqsoldb), we predict Y. (1) The compound is C[C@H]1O[C@@H](O[C@H]2[C@@H](O)C[C@H](O[C@H]3[C@@H](O)C[C@H](O[C@H]4CC[C@]5(C)[C@H]6CC[C@]7(C)[C@@H](C8=CC(=O)OC8)CC[C@]7(O)[C@@H]6CC[C@@H]5C4)O[C@@H]3C)O[C@@H]2C)C[C@H](O)[C@@H]1O. The Y is -5.29 log mol/L. (2) The drug is Nc1cccc2c(S(=O)(=O)O)cccc12. The Y is -2.35 log mol/L. (3) The drug is C=CC(C#N)OC(C)=O. The Y is -0.899 log mol/L. (4) The drug is N.N.[Cl-].[Cl-].[Pd+2]. The Y is -2.53 log mol/L. (5) The molecule is Cc1ccccc1Oc1ccccc1N/N=C1/C(=O)c2c(cc(S(=O)(=O)[O-])cc2NC(=O)c2ccccc2)C=C1S(=O)(=O)[O-].[Na+].[Na+]. The Y is -2.05 log mol/L. (6) The Y is 0.323 log mol/L. The molecule is O=C([O-])CN(CCN(CC(=O)[O-])CC(=O)O)CC(=O)O.[NH4+].[NH4+]. (7) The molecule is O=c1[nH]c(=O)n(Cc2ccc(Cl)cc2Cl)cc1F. The Y is -3.94 log mol/L.